Dataset: Full USPTO retrosynthesis dataset with 1.9M reactions from patents (1976-2016). Task: Predict the reactants needed to synthesize the given product. (1) Given the product [NH2:16][C:17]1[C:18]([O:19][CH3:20])=[C:10]([F:9])[CH:11]=[C:12]([CH3:23])[C:13]=1[C:14]([OH:22])=[O:3], predict the reactants needed to synthesize it. The reactants are: OO.[O:3]1CCOCC1.[F:9][C:10]1[C:18]([O:19][CH3:20])=[C:17]2[C:13]([C:14](=[O:22])C(=O)[NH:16]2)=[C:12]([CH3:23])[CH:11]=1.[OH-].[Na+]. (2) Given the product [F:18][C:19]1[CH:26]=[CH:25][C:22]([CH2:23][N:5]2[CH2:6][C@H:7]([CH3:10])[NH:8][CH2:9][C@@H:4]2[CH3:3])=[CH:21][CH:20]=1, predict the reactants needed to synthesize it. The reactants are: Br.Br.[CH3:3][C@H:4]1[CH2:9][NH:8][C@@H:7]([CH3:10])[CH2:6][NH:5]1.C(N(CC)CC)C.[F:18][C:19]1[CH:26]=[CH:25][C:22]([CH2:23]Br)=[CH:21][CH:20]=1. (3) Given the product [CH3:1][O:2][C:3]1[CH:10]=[C:9]([O:11][CH3:12])[CH:8]=[CH:7][C:4]=1[CH2:5][NH:14][CH3:13], predict the reactants needed to synthesize it. The reactants are: [CH3:1][O:2][C:3]1[CH:10]=[C:9]([O:11][CH3:12])[CH:8]=[CH:7][C:4]=1[CH:5]=O.[CH3:13][NH2:14].[BH4-].[Na+].Cl. (4) The reactants are: [CH:1]1([N:4]2[CH2:9][CH2:8][N:7](C(OC(C)(C)C)=O)[CH2:6][CH2:5]2)[CH2:3][CH2:2]1.O1CCOCC1. Given the product [CH:1]1([N:4]2[CH2:9][CH2:8][NH:7][CH2:6][CH2:5]2)[CH2:3][CH2:2]1, predict the reactants needed to synthesize it. (5) Given the product [CH:33]1([CH2:32][CH:31]([N:4]2[C:3](=[O:15])[CH:2]=[C:7]([O:25][C:20]3[CH:21]=[CH:22][CH:23]=[CH:24][C:19]=3[O:18][C:17]([F:26])([F:27])[F:16])[CH:6]=[N:5]2)[C:30]([OH:29])=[O:39])[CH2:37][CH2:36][CH2:35][CH2:34]1, predict the reactants needed to synthesize it. The reactants are: Cl[C:2]1[C:3](=[O:15])[N:4](C2CCCCO2)[N:5]=[CH:6][C:7]=1Cl.[F:16][C:17]([F:27])([F:26])[O:18][C:19]1[CH:24]=[CH:23][CH:22]=[CH:21][C:20]=1[OH:25].C[O:29][C:30](=[O:39])[CH:31](Br)[CH2:32][CH:33]1[CH2:37][CH2:36][CH2:35][CH2:34]1. (6) The reactants are: [I:1][C:2]1[CH:3]=[C:4]([CH:8]=[CH:9][CH:10]=1)[C:5]([OH:7])=[O:6].C(=O)([O-])[O-].[K+].[K+].[CH2:17](Br)[C:18]1[CH:23]=[CH:22][CH:21]=[CH:20][CH:19]=1.C(=O)([O-])O.[Na+]. Given the product [I:1][C:2]1[CH:3]=[C:4]([CH:8]=[CH:9][CH:10]=1)[C:5]([O:7][CH2:17][C:18]1[CH:23]=[CH:22][CH:21]=[CH:20][CH:19]=1)=[O:6], predict the reactants needed to synthesize it. (7) Given the product [NH2:43][C:19]1([C:17]([OH:18])=[O:16])[CH2:24][CH:23]([NH:25][C:26]([C:28]2[CH:37]=[N:36][C:35]3[C:30](=[CH:31][CH:32]=[CH:33][CH:34]=3)[N:29]=2)=[O:27])[CH:22]2[CH:20]1[CH:21]2[C:38]([OH:40])=[O:39], predict the reactants needed to synthesize it. The reactants are: N1C2C(=CC=CC=2)N=CC=1C(Cl)=O.C([O:16][C:17]([C:19]1([NH:43]C(OC(C)(C)C)=O)[CH2:24][CH:23]([NH:25][C:26]([C:28]2[CH:37]=[N:36][C:35]3[C:30](=[CH:31][CH:32]=[CH:33][CH:34]=3)[N:29]=2)=[O:27])[CH:22]2[CH:20]1[CH:21]2[C:38]([O:40]CC)=[O:39])=[O:18])C.